Dataset: Forward reaction prediction with 1.9M reactions from USPTO patents (1976-2016). Task: Predict the product of the given reaction. (1) Given the reactants [CH3:1][S:2]([C:5]1[CH:10]=[CH:9][C:8]([NH:11][CH2:12][C:13]2[CH:14]=[C:15]([C:19]3[CH:20]=[C:21]([C:29]([CH3:33])([CH3:32])[C:30]#[N:31])[CH:22]=[C:23]4[C:28]=3[N:27]=[CH:26][CH:25]=[CH:24]4)[CH:16]=[CH:17][CH:18]=2)=[CH:7][CH:6]=1)(=[O:4])=[O:3].[C:34](Cl)(=[O:41])[C:35]1[CH:40]=[CH:39][CH:38]=[CH:37][CH:36]=1, predict the reaction product. The product is: [C:30]([C:29]([CH3:33])([CH3:32])[C:21]1[CH:22]=[C:23]2[C:28](=[C:19]([C:15]3[CH:14]=[C:13]([CH:18]=[CH:17][CH:16]=3)[CH2:12][N:11]([C:8]3[CH:9]=[CH:10][C:5]([S:2]([CH3:1])(=[O:4])=[O:3])=[CH:6][CH:7]=3)[C:34](=[O:41])[C:35]3[CH:40]=[CH:39][CH:38]=[CH:37][CH:36]=3)[CH:20]=1)[N:27]=[CH:26][CH:25]=[CH:24]2)#[N:31]. (2) Given the reactants [Cr](Cl)([O-])(=O)=O.[NH+]1C=CC=CC=1.[CH2:12]([O:14][C:15](=[O:36])[CH2:16][C:17]1([CH2:20][CH2:21][CH:22]([CH2:34][OH:35])[CH2:23][C:24]2[CH:33]=[CH:32][C:27]([C:28]([O:30][CH3:31])=[O:29])=[CH:26][CH:25]=2)[CH2:19][CH2:18]1)[CH3:13], predict the reaction product. The product is: [CH2:12]([O:14][C:15](=[O:36])[CH2:16][C:17]1([CH2:20][CH2:21][CH:22]([CH:34]=[O:35])[CH2:23][C:24]2[CH:33]=[CH:32][C:27]([C:28]([O:30][CH3:31])=[O:29])=[CH:26][CH:25]=2)[CH2:19][CH2:18]1)[CH3:13]. (3) Given the reactants Br[C:2]1[CH:7]=[CH:6][C:5]([CH2:8][O:9][C:10]2[CH:11]=[C:12]([CH2:16][CH2:17][C:18]([O:20][CH3:21])=[O:19])[CH:13]=[CH:14][CH:15]=2)=[CH:4][C:3]=1[CH3:22].[F-].[Cs+].[CH2:25]([O:29][C:30]1[CH:35]=[CH:34][C:33]([O:36][CH3:37])=[CH:32][C:31]=1B(O)O)[CH2:26][CH2:27][CH3:28], predict the reaction product. The product is: [CH2:25]([O:29][C:30]1[CH:31]=[CH:32][C:33]([O:36][CH3:37])=[CH:34][C:35]=1[C:2]1[CH:7]=[CH:6][C:5]([CH2:8][O:9][C:10]2[CH:11]=[C:12]([CH2:16][CH2:17][C:18]([O:20][CH3:21])=[O:19])[CH:13]=[CH:14][CH:15]=2)=[CH:4][C:3]=1[CH3:22])[CH2:26][CH2:27][CH3:28]. (4) Given the reactants C([O:3][C:4](=O)[CH:5]([C:11]1[CH:16]=[CH:15][C:14]([NH2:17])=[CH:13][CH:12]=1)[C:6](OCC)=[O:7])C.[H-].[Al+3].[Li+].[H-].[H-].[H-], predict the reaction product. The product is: [NH2:17][C:14]1[CH:13]=[CH:12][C:11]([CH:5]([CH2:6][OH:7])[CH2:4][OH:3])=[CH:16][CH:15]=1. (5) Given the reactants Cl.[CH3:2][O:3][C:4](=[O:12])[CH:5]([NH2:11])[C:6]([CH:8]1[CH2:10][CH2:9]1)=[O:7].CCN(C(C)C)C(C)C.[F:22][C:23]1[CH:24]=[C:25]([CH:29]=[CH:30][C:31]=1[F:32])[C:26](Cl)=[O:27], predict the reaction product. The product is: [CH3:2][O:3][C:4](=[O:12])[CH:5]([NH:11][C:26](=[O:27])[C:25]1[CH:29]=[CH:30][C:31]([F:32])=[C:23]([F:22])[CH:24]=1)[C:6]([CH:8]1[CH2:10][CH2:9]1)=[O:7].